From a dataset of Full USPTO retrosynthesis dataset with 1.9M reactions from patents (1976-2016). Predict the reactants needed to synthesize the given product. (1) Given the product [CH3:9][O:8][C:5]1[CH:4]=[CH:3][C:2]([B:19]2[O:23][C:22]([CH3:25])([CH3:24])[C:21]([CH3:27])([CH3:26])[O:20]2)=[CH:7][N:6]=1, predict the reactants needed to synthesize it. The reactants are: Br[C:2]1[CH:3]=[CH:4][C:5]([O:8][CH3:9])=[N:6][CH:7]=1.[Li]CCCC.C(O[B:19]1[O:23][C:22]([CH3:25])([CH3:24])[C:21]([CH3:27])([CH3:26])[O:20]1)(C)C.O. (2) Given the product [C:16]1([CH2:15][CH2:14][CH2:13][C:10]2[NH:9][C:8]([C:6]([OH:7])=[O:5])=[CH:12][CH:11]=2)[CH:17]=[CH:18][CH:19]=[CH:20][CH:21]=1, predict the reactants needed to synthesize it. The reactants are: [OH-].[Na+].C([O:5][C:6]([C:8]1[NH:9][C:10]([CH2:13][CH2:14][CH2:15][C:16]2[CH:21]=[CH:20][CH:19]=[CH:18][CH:17]=2)=[CH:11][CH:12]=1)=[O:7])C.